This data is from Full USPTO retrosynthesis dataset with 1.9M reactions from patents (1976-2016). The task is: Predict the reactants needed to synthesize the given product. Given the product [C:20]([O:19][C:17](=[O:18])[NH:16][C@@H:12]([CH2:11][C:8]1[CH:9]=[CH:10][C:5]([O:4][CH2:1][CH:2]=[CH2:3])=[CH:6][CH:7]=1)[C:13]([NH2:26])=[O:14])([CH3:23])([CH3:22])[CH3:21], predict the reactants needed to synthesize it. The reactants are: [CH2:1]([O:4][C:5]1[CH:10]=[CH:9][C:8]([CH2:11][C@H:12]([NH:16][C:17]([O:19][C:20]([CH3:23])([CH3:22])[CH3:21])=[O:18])[C:13](O)=[O:14])=[CH:7][CH:6]=1)[CH:2]=[CH2:3].CC[N:26](C(C)C)C(C)C.ClC(OCC)=O.N.